This data is from Peptide-MHC class I binding affinity with 185,985 pairs from IEDB/IMGT. The task is: Regression. Given a peptide amino acid sequence and an MHC pseudo amino acid sequence, predict their binding affinity value. This is MHC class I binding data. (1) The peptide sequence is KLNHHKPPT. The MHC is HLA-A31:01 with pseudo-sequence HLA-A31:01. The binding affinity (normalized) is 0.216. (2) The peptide sequence is FMFDYIPPV. The MHC is HLA-A32:15 with pseudo-sequence HLA-A32:15. The binding affinity (normalized) is 0.509. (3) The peptide sequence is YQIEGAWRA. The MHC is HLA-A03:01 with pseudo-sequence HLA-A03:01. The binding affinity (normalized) is 0.0847. (4) The binding affinity (normalized) is 0. The MHC is HLA-A01:01 with pseudo-sequence HLA-A01:01. The peptide sequence is FYLCFLAFLL. (5) The MHC is HLA-A02:01 with pseudo-sequence HLA-A02:01. The binding affinity (normalized) is 0.948. The peptide sequence is TLLELVVSV. (6) The peptide sequence is YQKKNASVY. The MHC is HLA-A11:01 with pseudo-sequence HLA-A11:01. The binding affinity (normalized) is 0.0847. (7) The peptide sequence is ASMGFKVTTR. The MHC is HLA-A03:01 with pseudo-sequence HLA-A03:01. The binding affinity (normalized) is 0.756. (8) The peptide sequence is MVSRLLLNR. The MHC is HLA-A31:01 with pseudo-sequence HLA-A31:01. The binding affinity (normalized) is 0.855. (9) The peptide sequence is RMRGAHTNDVK. The MHC is HLA-A33:01 with pseudo-sequence HLA-A33:01. The binding affinity (normalized) is 0.